From a dataset of Catalyst prediction with 721,799 reactions and 888 catalyst types from USPTO. Predict which catalyst facilitates the given reaction. (1) Reactant: [Cl:1][C:2]1[N:7]=[C:6](SC)[C:5]2[N:10]([CH3:13])[CH:11]=[N:12][C:4]=2[CH:3]=1.[CH:14]1C=C(Cl)C=C(C(OO)=O)C=1.[O-:25][S:26]([O-:29])(=S)=O.[Na+].[Na+]. Product: [Cl:1][C:2]1[N:7]=[C:6]([S:26]([CH3:14])(=[O:29])=[O:25])[C:5]2[N:10]([CH3:13])[CH:11]=[N:12][C:4]=2[CH:3]=1. The catalyst class is: 4. (2) Reactant: Br[CH2:2][C:3]([O:5][C:6]([CH3:9])([CH3:8])[CH3:7])=[O:4].[OH:10][C:11]1[C:16]2[CH2:17][CH2:18][CH2:19][CH2:20][C:21](=[O:22])[C:15]=2[CH:14]=[CH:13][CH:12]=1.C([O-])([O-])=O.[Cs+].[Cs+].CCOC(C)=O. Product: [C:6]([O:5][C:3](=[O:4])[CH2:2][O:10][C:11]1[C:16]2[CH2:17][CH2:18][CH2:19][CH2:20][C:21](=[O:22])[C:15]=2[CH:14]=[CH:13][CH:12]=1)([CH3:9])([CH3:8])[CH3:7]. The catalyst class is: 23.